Dataset: NCI-60 drug combinations with 297,098 pairs across 59 cell lines. Task: Regression. Given two drug SMILES strings and cell line genomic features, predict the synergy score measuring deviation from expected non-interaction effect. (1) Drug 1: CN(C)C1=NC(=NC(=N1)N(C)C)N(C)C. Drug 2: CS(=O)(=O)CCNCC1=CC=C(O1)C2=CC3=C(C=C2)N=CN=C3NC4=CC(=C(C=C4)OCC5=CC(=CC=C5)F)Cl. Cell line: PC-3. Synergy scores: CSS=3.27, Synergy_ZIP=-1.12, Synergy_Bliss=-0.549, Synergy_Loewe=2.26, Synergy_HSA=-1.58. (2) Drug 1: C1CNP(=O)(OC1)N(CCCl)CCCl. Drug 2: COCCOC1=C(C=C2C(=C1)C(=NC=N2)NC3=CC=CC(=C3)C#C)OCCOC.Cl. Cell line: PC-3. Synergy scores: CSS=10.6, Synergy_ZIP=-4.97, Synergy_Bliss=-3.58, Synergy_Loewe=-27.0, Synergy_HSA=0.532. (3) Drug 1: CC1=CC2C(CCC3(C2CCC3(C(=O)C)OC(=O)C)C)C4(C1=CC(=O)CC4)C. Drug 2: CC(C1=C(C=CC(=C1Cl)F)Cl)OC2=C(N=CC(=C2)C3=CN(N=C3)C4CCNCC4)N. Cell line: TK-10. Synergy scores: CSS=-1.06, Synergy_ZIP=2.09, Synergy_Bliss=2.87, Synergy_Loewe=-3.69, Synergy_HSA=-1.64. (4) Drug 1: COC1=C(C=C2C(=C1)N=CN=C2NC3=CC(=C(C=C3)F)Cl)OCCCN4CCOCC4. Drug 2: CC1=CC2C(CCC3(C2CCC3(C(=O)C)OC(=O)C)C)C4(C1=CC(=O)CC4)C. Cell line: NCI-H322M. Synergy scores: CSS=49.7, Synergy_ZIP=7.01, Synergy_Bliss=7.16, Synergy_Loewe=-11.4, Synergy_HSA=4.90. (5) Drug 1: CN1C2=C(C=C(C=C2)N(CCCl)CCCl)N=C1CCCC(=O)O.Cl. Drug 2: N.N.Cl[Pt+2]Cl. Cell line: A549. Synergy scores: CSS=43.8, Synergy_ZIP=3.73, Synergy_Bliss=4.42, Synergy_Loewe=-16.0, Synergy_HSA=2.95.